Dataset: Forward reaction prediction with 1.9M reactions from USPTO patents (1976-2016). Task: Predict the product of the given reaction. (1) Given the reactants ClC1C=CC(N2C=NC=N2)=C(C=1)C[NH:8]C(=O)[C@@H]1CCCN1[C:15]([O:17][CH2:18][CH:19]1C2C=CC=CC=2C2C1=CC=CC=2)=[O:16].N1CCCC[CH2:40]1, predict the reaction product. The product is: [CH3:19][CH2:18][O:17][C:15]([CH3:40])=[O:16].[CH3:15][OH:16].[NH4+:8].[OH-:16]. (2) Given the reactants [CH3:1][N:2]1[CH2:7][CH2:6][N:5]([CH2:8][C:9]2[CH:10]=[CH:11][C:12]([N+:34]([O-])=O)=[C:13]([NH:15][C:16]3[S:17][C:18]([C:31]([NH2:33])=[O:32])=[C:19]([C:21]4[CH:26]=[CH:25][CH:24]=[C:23]([C:27]([F:30])([F:29])[F:28])[CH:22]=4)[N:20]=3)[CH:14]=2)[CH2:4][CH2:3]1.[H][H].[CH:39]([OH:41])=[O:40], predict the reaction product. The product is: [F:28][C:27]([F:30])([F:29])[C:39]([OH:41])=[O:40].[CH3:1][N:2]1[CH2:7][CH2:6][N:5]([CH2:8][C:9]2[CH:10]=[CH:11][C:12]3[N:34]=[CH:39][N:15]([C:16]4[S:17][C:18]([C:31]([NH2:33])=[O:32])=[C:19]([C:21]5[CH:26]=[CH:25][CH:24]=[C:23]([C:27]([F:30])([F:29])[F:28])[CH:22]=5)[N:20]=4)[C:13]=3[CH:14]=2)[CH2:4][CH2:3]1. (3) Given the reactants [Cl:1][C:2]1[CH:10]=[CH:9][C:5]([C:6](Cl)=[O:7])=[CH:4][N:3]=1.[C:11]([C:15]1[CH:21]=[CH:20][C:18]([NH2:19])=[C:17]([N+:22]([O-:24])=[O:23])[CH:16]=1)([CH3:14])([CH3:13])[CH3:12], predict the reaction product. The product is: [Cl:1][C:2]1[N:3]=[CH:4][C:5]([C:6]([NH:19][C:18]2[CH:20]=[CH:21][C:15]([C:11]([CH3:14])([CH3:12])[CH3:13])=[CH:16][C:17]=2[N+:22]([O-:24])=[O:23])=[O:7])=[CH:9][CH:10]=1. (4) Given the reactants Cl([O-])=O.[Na+].P([O-])(O)(O)=O.[Na+].[CH3:11][O:12][C:13]1[C:14]([O:24][Si:25]([CH:32]([CH3:34])[CH3:33])([CH:29]([CH3:31])[CH3:30])[CH:26]([CH3:28])[CH3:27])=[CH:15][C:16]([N+:21]([O-:23])=[O:22])=[C:17]([CH:20]=1)[CH:18]=[O:19].[OH:35]O.O=O.Cl, predict the reaction product. The product is: [CH3:11][O:12][C:13]1[C:14]([O:24][Si:25]([CH:29]([CH3:31])[CH3:30])([CH:26]([CH3:28])[CH3:27])[CH:32]([CH3:34])[CH3:33])=[CH:15][C:16]([N+:21]([O-:23])=[O:22])=[C:17]([CH:20]=1)[C:18]([OH:35])=[O:19]. (5) The product is: [CH3:15][C:12]1[S:13][CH:14]=[C:10]([C:1]2[CH:6]=[CH:5][CH:4]=[CH:3][CH:2]=2)[CH:11]=1. Given the reactants [C:1]1([Mg]Br)[CH:6]=[CH:5][CH:4]=[CH:3][CH:2]=1.Br[C:10]1[CH:11]=[C:12]([CH3:15])[S:13][CH:14]=1.[NH4+].[Cl-], predict the reaction product. (6) Given the reactants [F:1][C:2]1[CH:10]=[C:9](B2OC(C)(C)C(C)(C)O2)[C:8]2[N:7]3[CH2:20][CH2:21][NH:22][C:23](=[O:24])[C:6]3=[C:5]([CH3:25])[C:4]=2[CH:3]=1.Br[C:27]1[O:28][CH:29]=[CH:30][CH:31]=1, predict the reaction product. The product is: [F:1][C:2]1[CH:10]=[C:9]([C:27]2[O:28][CH:29]=[CH:30][CH:31]=2)[C:8]2[N:7]3[CH2:20][CH2:21][NH:22][C:23](=[O:24])[C:6]3=[C:5]([CH3:25])[C:4]=2[CH:3]=1. (7) Given the reactants S(Cl)([Cl:3])=O.C(OC([NH:12][C@@H:13]([CH:45]([CH3:47])[CH3:46])[C:14]([O:16][CH2:17][CH2:18][O:19][C:20]1[CH:25]=[C:24]([F:26])[C:23]([N:27]2[CH2:32][CH2:31][N:30]([C:33]3[NH:34][C:35](=[O:43])[C:36]4[CH:41]=[N:40][N:39]([CH3:42])[C:37]=4[N:38]=3)[CH2:29][CH2:28]2)=[C:22]([F:44])[CH:21]=1)=[O:15])=O)(C)(C)C, predict the reaction product. The product is: [ClH:3].[NH2:12][C@@H:13]([CH:45]([CH3:47])[CH3:46])[C:14]([O:16][CH2:17][CH2:18][O:19][C:20]1[CH:21]=[C:22]([F:44])[C:23]([N:27]2[CH2:32][CH2:31][N:30]([C:33]3[NH:34][C:35](=[O:43])[C:36]4[CH:41]=[N:40][N:39]([CH3:42])[C:37]=4[N:38]=3)[CH2:29][CH2:28]2)=[C:24]([F:26])[CH:25]=1)=[O:15]. (8) Given the reactants [CH:1]1([NH2:7])[CH2:6][CH2:5][CH2:4][CH2:3][CH2:2]1.[C:8]1(=O)[CH2:13][CH2:12][CH2:11][CH2:10][CH2:9]1, predict the reaction product. The product is: [CH:1]1([N:7]=[C:8]2[CH2:13][CH2:12][CH2:11][CH2:10][CH2:9]2)[CH2:6][CH2:5][CH2:4][CH2:3][CH2:2]1.